Predict the reactants needed to synthesize the given product. From a dataset of Full USPTO retrosynthesis dataset with 1.9M reactions from patents (1976-2016). (1) Given the product [C:23]([O:22][C:20]([N:19]([CH2:27][C:28]([O:30][C:31]([CH3:34])([CH3:33])[CH3:32])=[O:29])[C:17]1[CH:16]=[CH:15][CH:14]=[C:13]([CH2:12][NH:11][S:7]([C:3]2[CH:2]=[N:1][CH:6]=[CH:5][CH:4]=2)(=[O:9])=[O:8])[N:18]=1)=[O:21])([CH3:26])([CH3:25])[CH3:24], predict the reactants needed to synthesize it. The reactants are: [N:1]1[CH:6]=[CH:5][CH:4]=[C:3]([S:7](Cl)(=[O:9])=[O:8])[CH:2]=1.[NH2:11][CH2:12][C:13]1[N:18]=[C:17]([N:19]([CH2:27][C:28]([O:30][C:31]([CH3:34])([CH3:33])[CH3:32])=[O:29])[C:20]([O:22][C:23]([CH3:26])([CH3:25])[CH3:24])=[O:21])[CH:16]=[CH:15][CH:14]=1.C(N(CC)CC)C.S([O-])(O)(=O)=O.[K+]. (2) Given the product [Cl:33][C:34]1[C:35]2[C:45]([F:46])=[CH:44][CH:43]=[C:42]([F:47])[C:36]=2[S:37][C:38]=1[C:39]([N:6]([CH2:5][C:4]1[CH:22]=[C:23]([C:26]2[CH:31]=[CH:30][N:29]=[C:28]([CH3:32])[CH:27]=2)[CH:24]=[CH:25][C:3]=1[O:2][CH3:1])[CH:7]1[CH2:8][CH2:9][CH:10]([N:13]([CH3:21])[C:14](=[O:20])[O:15][C:16]([CH3:19])([CH3:18])[CH3:17])[CH2:11][CH2:12]1)=[O:40], predict the reactants needed to synthesize it. The reactants are: [CH3:1][O:2][C:3]1[CH:25]=[CH:24][C:23]([C:26]2[CH:31]=[CH:30][N:29]=[C:28]([CH3:32])[CH:27]=2)=[CH:22][C:4]=1[CH2:5][NH:6][CH:7]1[CH2:12][CH2:11][CH:10]([N:13]([CH3:21])[C:14](=[O:20])[O:15][C:16]([CH3:19])([CH3:18])[CH3:17])[CH2:9][CH2:8]1.[Cl:33][C:34]1[C:35]2[C:45]([F:46])=[CH:44][CH:43]=[C:42]([F:47])[C:36]=2[S:37][C:38]=1[C:39](Cl)=[O:40]. (3) Given the product [Br:19][C:20]1[CH:25]=[CH:24][C:23]([C:26]([OH:31])([C:36]([F:39])([F:38])[F:37])[C:27]([F:30])([F:29])[F:28])=[CH:22][C:21]=1[O:32][CH3:33], predict the reactants needed to synthesize it. The reactants are: [F-].C([N+](CCCC)(CCCC)CCCC)CCC.[Br:19][C:20]1[CH:25]=[CH:24][C:23]([C:26](=[O:31])[C:27]([F:30])([F:29])[F:28])=[CH:22][C:21]=1[O:32][CH3:33].C[Si](C)(C)[C:36]([F:39])([F:38])[F:37]. (4) Given the product [OH:1][C@@H:2]([C@H:4]1[C:24](=[O:25])[N:6]2[C:7]([C:21]([O:23][CH:34]([O:33][C:31](=[O:32])[C:30]3[CH:36]=[CH:37][CH:38]=[CH:39][C:29]=3[O:28][CH3:27])[CH3:40])=[O:22])=[C:8]([C:11]3[S:15][C:14]4=[C:16]([S:19][CH3:20])[N:17]=[CH:18][N:13]4[CH:12]=3)[C@H:9]([CH3:10])[C@H:5]12)[CH3:3], predict the reactants needed to synthesize it. The reactants are: [OH:1][C@@H:2]([C@H:4]1[C:24](=[O:25])[N:6]2[C:7]([C:21]([O-:23])=[O:22])=[C:8]([C:11]3[S:15][C:14]4=[C:16]([S:19][CH3:20])[N:17]=[CH:18][N:13]4[CH:12]=3)[C@H:9]([CH3:10])[C@H:5]12)[CH3:3].[Na+].[CH3:27][O:28][C:29]1[CH:39]=[CH:38][CH:37]=[CH:36][C:30]=1[C:31]([O:33][CH2:34]Cl)=[O:32].[C:40](OCC)(=O)C. (5) The reactants are: [CH:1]1([CH2:7][CH2:8][CH2:9][C@@H:10]([C:19]2[O:23][N:22]=[C:21]([C:24]([N:26]3[CH2:31][CH2:30][CH:29]([C:32]4[CH:37]=[CH:36][N:35]=[CH:34][CH:33]=4)[CH2:28][CH2:27]3)=[O:25])[N:20]=2)[CH2:11][C:12]([O:14]C(C)(C)C)=[O:13])[CH2:6][CH2:5][CH2:4][CH2:3][CH2:2]1.FC(F)(F)C(O)=O. Given the product [CH:1]1([CH2:7][CH2:8][CH2:9][C@@H:10]([C:19]2[O:23][N:22]=[C:21]([C:24]([N:26]3[CH2:31][CH2:30][CH:29]([C:32]4[CH:33]=[CH:34][N:35]=[CH:36][CH:37]=4)[CH2:28][CH2:27]3)=[O:25])[N:20]=2)[CH2:11][C:12]([OH:14])=[O:13])[CH2:2][CH2:3][CH2:4][CH2:5][CH2:6]1, predict the reactants needed to synthesize it. (6) Given the product [Br:41][CH2:9][C@H:8]([O:7][C:6]1[CH:14]=[CH:15][C:3]([O:2][CH3:1])=[C:4]([O:16][CH2:17][CH2:18][CH2:19][O:20][CH3:21])[CH:5]=1)[CH:11]([CH3:13])[CH3:12], predict the reactants needed to synthesize it. The reactants are: [CH3:1][O:2][C:3]1[CH:15]=[CH:14][C:6]([O:7][C@H:8]([CH:11]([CH3:13])[CH3:12])[CH2:9]O)=[CH:5][C:4]=1[O:16][CH2:17][CH2:18][CH2:19][O:20][CH3:21].C1C=CC(P(C2C=CC=CC=2)C2C=CC=CC=2)=CC=1.[Br:41]N1C(=O)CCC1=O. (7) Given the product [O:34]1[CH2:33][CH2:32][CH:31]([CH2:38][NH:39][C:11]([C:9]2[CH:8]=[CH:7][C:6]3[N:2]([CH3:1])[C:3]([NH:14][C:15]4[S:16][C:17]5[CH:23]=[C:22]([O:24][C:25]([F:28])([F:27])[F:26])[CH:21]=[CH:20][C:18]=5[N:19]=4)=[N:4][C:5]=3[CH:10]=2)=[O:13])[CH2:36][CH2:35]1, predict the reactants needed to synthesize it. The reactants are: [CH3:1][N:2]1[C:6]2[CH:7]=[CH:8][C:9]([C:11]([OH:13])=O)=[CH:10][C:5]=2[N:4]=[C:3]1[NH:14][C:15]1[S:16][C:17]2[CH:23]=[C:22]([O:24][C:25]([F:28])([F:27])[F:26])[CH:21]=[CH:20][C:18]=2[N:19]=1.Cl.N[CH:31]1[CH2:36][CH2:35][O:34][CH:33](C)[CH2:32]1.[CH3:38][N:39](C(ON1N=NC2C=CC=CC1=2)=[N+](C)C)C.F[P-](F)(F)(F)(F)F.CCN(C(C)C)C(C)C. (8) Given the product [Cl:22][C:23]1[CH:24]=[C:25]([CH2:28][O:20][C:17]2[CH:18]=[CH:19][N:14]([C:11]3[CH:12]=[CH:13][C:6]4[N:5]=[C:4]([CH:1]5[CH2:2][CH2:3]5)[N:8]([CH3:9])[C:7]=4[CH:10]=3)[C:15](=[O:21])[CH:16]=2)[S:26][CH:27]=1, predict the reactants needed to synthesize it. The reactants are: [CH:1]1([C:4]2[N:8]([CH3:9])[C:7]3[CH:10]=[C:11]([N:14]4[CH:19]=[CH:18][C:17]([OH:20])=[CH:16][C:15]4=[O:21])[CH:12]=[CH:13][C:6]=3[N:5]=2)[CH2:3][CH2:2]1.[Cl:22][C:23]1[CH:24]=[C:25]([CH2:28]O)[S:26][CH:27]=1.C(P(CCCC)CCCC)CCC.N(C(N1CCCCC1)=O)=NC(N1CCCCC1)=O. (9) Given the product [NH2:32][C:15]1[C:16]2[C:11](=[CH:10][C:9]([C:7]([N:5]3[CH2:6][CH:3]([O:2][CH3:1])[CH2:4]3)=[O:8])=[CH:18][CH:17]=2)[C:12]([C:20]2[CH:25]=[CH:24][C:23]([C:26]3[CH:27]=[N:28][N:29]([CH3:31])[CH:30]=3)=[CH:22][CH:21]=2)=[CH:13][N:14]=1, predict the reactants needed to synthesize it. The reactants are: [CH3:1][O:2][CH:3]1[CH2:6][N:5]([C:7]([C:9]2[CH:10]=[C:11]3[C:16](=[CH:17][CH:18]=2)[CH:15]=[N+:14]([O-])[CH:13]=[C:12]3[C:20]2[CH:25]=[CH:24][C:23]([C:26]3[CH:27]=[N:28][N:29]([CH3:31])[CH:30]=3)=[CH:22][CH:21]=2)=[O:8])[CH2:4]1.[N:32]1C=CC=CC=1.[Cl-].C(CN)O. (10) Given the product [Cl:1][C:2]1[CH:3]=[C:4]([CH:26]=[CH:27][C:28]=1[Cl:29])[CH2:5][N:6]1[CH2:11][CH2:10][O:9][C@@H:8]([CH2:12][NH:13][C:14]([NH:30][CH2:31][C:32]2[CH:33]=[CH:34][C:35]([C:36]([NH2:38])=[O:37])=[CH:39][CH:40]=2)=[O:25])[CH2:7]1, predict the reactants needed to synthesize it. The reactants are: [Cl:1][C:2]1[CH:3]=[C:4]([CH:26]=[CH:27][C:28]=1[Cl:29])[CH2:5][N:6]1[CH2:11][CH2:10][O:9][C@@H:8]([CH2:12][NH:13][C:14](=[O:25])OC2C=CC([N+]([O-])=O)=CC=2)[CH2:7]1.[NH2:30][CH2:31][C:32]1[CH:40]=[CH:39][C:35]([C:36]([NH2:38])=[O:37])=[CH:34][CH:33]=1.